Dataset: Reaction yield outcomes from USPTO patents with 853,638 reactions. Task: Predict the reaction yield, written as a fraction of the theoretical maximum amount of product (1.0 means a 100% yield; for example, 0.34 means a 34% yield). (1) The reactants are [I-].[Na+].C[Si](Cl)(C)C.C[O:9][C:10]1[C:15]([NH:16][C:17]2[N:25]=[C:24]3[C:20]([NH:21][C:22](=[O:32])[N:23]3[CH:26]3[CH2:31][CH2:30][O:29][CH2:28][CH2:27]3)=[CH:19][N:18]=2)=[CH:14][CH:13]=[CH:12][N:11]=1. The catalyst is C(#N)C. The product is [O:9]=[C:10]1[C:15]([NH:16][C:17]2[N:25]=[C:24]3[C:20]([NH:21][C:22](=[O:32])[N:23]3[CH:26]3[CH2:27][CH2:28][O:29][CH2:30][CH2:31]3)=[CH:19][N:18]=2)=[CH:14][CH:13]=[CH:12][NH:11]1. The yield is 0.830. (2) The reactants are [OH-].[K+].[F:3][C:4]1[CH:9]=[CH:8][C:7]([C:10]2[C:15]([C:16]3[CH:21]=[CH:20][N:19]=[CH:18][CH:17]=3)=[C:14]([C:22]3[CH:27]=[CH:26][C:25]([F:28])=[CH:24][CH:23]=3)[N:13]=[C:12]3[NH:29][N:30]=[C:31]([C:32]#[N:33])[C:11]=23)=[CH:6][CH:5]=1.O.CC[O:37]C(C)=O. The catalyst is CC(O)(C)C. The product is [F:3][C:4]1[CH:9]=[CH:8][C:7]([C:10]2[C:15]([C:16]3[CH:21]=[CH:20][N:19]=[CH:18][CH:17]=3)=[C:14]([C:22]3[CH:27]=[CH:26][C:25]([F:28])=[CH:24][CH:23]=3)[N:13]=[C:12]3[NH:29][N:30]=[C:31]([C:32]([NH2:33])=[O:37])[C:11]=23)=[CH:6][CH:5]=1. The yield is 0.280. (3) The reactants are B(Br)(Br)Br.[CH:5]1([CH2:10][CH:11]([C:20]2[CH:25]=[CH:24][CH:23]=[C:22]([O:26]C)[CH:21]=2)[C:12]([NH:14][C:15]2[S:16][CH:17]=[CH:18][N:19]=2)=[O:13])[CH2:9][CH2:8][CH2:7][CH2:6]1.[OH-].[NH4+]. The catalyst is C(Cl)Cl. The product is [CH:5]1([CH2:10][CH:11]([C:20]2[CH:25]=[CH:24][CH:23]=[C:22]([OH:26])[CH:21]=2)[C:12]([NH:14][C:15]2[S:16][CH:17]=[CH:18][N:19]=2)=[O:13])[CH2:9][CH2:8][CH2:7][CH2:6]1. The yield is 0.447.